From a dataset of Forward reaction prediction with 1.9M reactions from USPTO patents (1976-2016). Predict the product of the given reaction. (1) Given the reactants [CH2:1]([O:8][C:9]([NH:11][C@H:12]1[CH2:17][CH2:16][C@H:15]([C@H:18]([NH:23][C:24]([O:26][C:27]([CH3:30])([CH3:29])[CH3:28])=[O:25])[C:19]([O:21]C)=[O:20])[CH2:14][CH2:13]1)=[O:10])[C:2]1[CH:7]=[CH:6][CH:5]=[CH:4][CH:3]=1.[OH-].[Na+], predict the reaction product. The product is: [CH2:1]([O:8][C:9]([NH:11][C@H:12]1[CH2:13][CH2:14][C@H:15]([C@H:18]([NH:23][C:24]([O:26][C:27]([CH3:30])([CH3:29])[CH3:28])=[O:25])[C:19]([OH:21])=[O:20])[CH2:16][CH2:17]1)=[O:10])[C:2]1[CH:3]=[CH:4][CH:5]=[CH:6][CH:7]=1. (2) Given the reactants [CH2:1]([N:9]([CH2:13][C:14]1[CH:19]=[C:18]([C:20]([F:23])([F:22])[F:21])[CH:17]=[CH:16][C:15]=1B1OC(C)(C)C(C)(C)O1)[C:10](=[O:12])[CH3:11])[CH2:2][C:3]1[CH:8]=[CH:7][CH:6]=[CH:5][CH:4]=1.C([O:35][C:36](=[O:45])[CH2:37][C:38]1[CH:39]=[N:40][CH:41]=[C:42](Br)[CH:43]=1)C, predict the reaction product. The product is: [C:10]([N:9]([CH2:13][C:14]1[CH:19]=[C:18]([C:20]([F:21])([F:22])[F:23])[CH:17]=[CH:16][C:15]=1[C:42]1[CH:43]=[C:38]([CH2:37][C:36]([OH:35])=[O:45])[CH:39]=[N:40][CH:41]=1)[CH2:1][CH2:2][C:3]1[CH:4]=[CH:5][CH:6]=[CH:7][CH:8]=1)(=[O:12])[CH3:11]. (3) Given the reactants Cl[C:2]1C=CC=C(C(OO)=O)[CH:3]=1.[Cl:12][C:13]1[CH:14]=[C:15](SCC)[C:16]([C:19]([N:21]([CH3:33])[C:22]2[CH:27]=[CH:26][C:25]([S:28][C:29]([F:32])([F:31])[F:30])=[CH:24][CH:23]=2)=[O:20])=[N:17][CH:18]=1.C(=O)(O)[O-].[Na+].[S:42]([O-:46])([O-])(=[O:44])=S.[Na+].[Na+], predict the reaction product. The product is: [Cl:12][C:13]1[CH:14]=[C:15]([S:42]([CH2:2][CH3:3])(=[O:46])=[O:44])[C:16]([C:19]([N:21]([CH3:33])[C:22]2[CH:23]=[CH:24][C:25]([S:28][C:29]([F:31])([F:30])[F:32])=[CH:26][CH:27]=2)=[O:20])=[N:17][CH:18]=1. (4) Given the reactants CS[C:3]([N:7]1[N:11]=[CH:10][C:9]2([CH2:15][CH2:14][CH2:13][CH2:12]2)[CH2:8]1)=[N:4][CH2:5][CH3:6].[NH:16]1[C:24]2[C:19](=[CH:20][C:21]([S:25]([NH2:28])(=[O:27])=[O:26])=[CH:22][CH:23]=2)[CH:18]=[CH:17]1, predict the reaction product. The product is: [CH2:8]1[C:9]2([CH2:12][CH2:13][CH2:14][CH2:15]2)[CH:10]=[N:11][N:7]1[C:3]([NH:4][CH2:5][CH3:6])=[N:28][S:25]([C:21]1[CH:20]=[C:19]2[C:24](=[CH:23][CH:22]=1)[NH:16][CH:17]=[CH:18]2)(=[O:27])=[O:26]. (5) Given the reactants [Cl:1][C:2]1[CH:31]=[CH:30][C:5]([CH2:6][N:7]2[C:15]3[C:14](=[O:16])[NH:13][C:12](=[O:17])[N:11]([CH3:18])[C:10]=3[N:9]=[C:8]2[O:19][C:20]2[CH:25]=[CH:24][CH:23]=[C:22]([C:26]([F:29])([F:28])[F:27])[CH:21]=2)=[CH:4][CH:3]=1.Br[CH2:33][CH2:34][OH:35].C(=O)([O-])[O-].[Cs+].[Cs+], predict the reaction product. The product is: [Cl:1][C:2]1[CH:3]=[CH:4][C:5]([CH2:6][N:7]2[C:15]3[C:14](=[O:16])[N:13]([CH2:33][CH2:34][OH:35])[C:12](=[O:17])[N:11]([CH3:18])[C:10]=3[N:9]=[C:8]2[O:19][C:20]2[CH:25]=[CH:24][CH:23]=[C:22]([C:26]([F:29])([F:27])[F:28])[CH:21]=2)=[CH:30][CH:31]=1.